This data is from Full USPTO retrosynthesis dataset with 1.9M reactions from patents (1976-2016). The task is: Predict the reactants needed to synthesize the given product. (1) Given the product [CH3:1][O:2][C:3]1[CH:4]=[C:5]([CH2:9][C:10]([CH3:12])([NH2:13])[CH3:11])[CH:6]=[CH:7][CH:8]=1, predict the reactants needed to synthesize it. The reactants are: [CH3:1][O:2][C:3]1[CH:4]=[C:5]([CH2:9][C:10]([NH:13]C([NH:13][C:10]([CH3:11])([CH3:12])[CH2:9][C:5]2[CH:6]=[CH:7][CH:8]=[C:3]([O:2][CH3:1])[CH:4]=2)=O)([CH3:12])[CH3:11])[CH:6]=[CH:7][CH:8]=1.[OH-].[K+]. (2) Given the product [CH3:27][O:28][CH2:29][CH2:30][NH:31][CH2:23][C:22]1[CH:21]=[CH:20][C:19]([NH:18][C:16]2[N:17]=[C:13]3[CH:12]=[CH:11][CH:10]=[C:9]([C:6]4[CH:7]=[CH:8][C:3]([O:2][CH3:1])=[CH:4][CH:5]=4)[N:14]3[N:15]=2)=[CH:26][CH:25]=1, predict the reactants needed to synthesize it. The reactants are: [CH3:1][O:2][C:3]1[CH:8]=[CH:7][C:6]([C:9]2[N:14]3[N:15]=[C:16]([NH:18][C:19]4[CH:26]=[CH:25][C:22]([CH:23]=O)=[CH:21][CH:20]=4)[N:17]=[C:13]3[CH:12]=[CH:11][CH:10]=2)=[CH:5][CH:4]=1.[CH3:27][O:28][CH2:29][CH2:30][NH2:31].C([BH3-])#N.[Na+]. (3) Given the product [CH3:1][O:2][C:3](=[O:14])[C:4]1[CH:9]=[CH:8][C:7]([NH:27][CH:23]2[CH2:24][CH2:25][CH2:26][CH:22]2[CH3:21])=[C:6]([N+:11]([O-:13])=[O:12])[CH:5]=1, predict the reactants needed to synthesize it. The reactants are: [CH3:1][O:2][C:3](=[O:14])[C:4]1[CH:9]=[CH:8][C:7](F)=[C:6]([N+:11]([O-:13])=[O:12])[CH:5]=1.C(=O)([O-])[O-].[K+].[K+].[CH3:21][CH:22]1[CH2:26][CH2:25][CH2:24][CH:23]1[NH2:27].Cl. (4) Given the product [CH2:12]([C:13]1[NH:10][C:8](=[O:9])[C:3]2[C:4]([CH3:7])=[N:5][S:6][C:2]=2[N:1]=1)[CH:11]([CH3:21])[CH3:16], predict the reactants needed to synthesize it. The reactants are: [NH2:1][C:2]1[S:6][N:5]=[C:4]([CH3:7])[C:3]=1[C:8]([NH2:10])=[O:9].[C:11]1([CH3:21])[CH:16]=CC(S(O)(=O)=O)=[CH:13][CH:12]=1.C(=O)CC(C)C.S(=O)(O)[O-].[Na+]. (5) Given the product [C:1]([O:5][C:6]([N:8]1[CH2:9][CH2:10][C:11]([CH3:17])([C:14]([N:20]2[CH2:21][CH2:23][CH2:26][CH2:24]2)=[O:16])[CH2:12][CH2:13]1)=[O:7])([CH3:2])([CH3:3])[CH3:4], predict the reactants needed to synthesize it. The reactants are: [C:1]([O:5][C:6]([N:8]1[CH2:13][CH2:12][C:11]([CH3:17])([C:14]([OH:16])=O)[CH2:10][CH2:9]1)=[O:7])([CH3:4])([CH3:3])[CH3:2].CC[N:20]([CH:24]([CH3:26])C)[CH:21]([CH3:23])C.N1CCCC1.CN(C(ON1N=NC2C=CC=NC1=2)=[N+](C)C)C.F[P-](F)(F)(F)(F)F. (6) Given the product [CH2:8]([C:10]1[CH:11]=[CH:12][C:13]([CH:16]2[CH2:21][N:20]([C:22]([N:24]3[CH2:25][CH2:26][CH2:27][CH2:28]3)=[O:23])[CH2:19][CH:18]([NH:29][C:43]([C:40]3[CH:39]=[CH:38][C:37]([C:33]4[CH:34]=[CH:35][CH:36]=[C:31]([F:30])[CH:32]=4)=[CH:42][N:41]=3)=[O:44])[CH2:17]2)=[CH:14][CH:15]=1)[CH3:9], predict the reactants needed to synthesize it. The reactants are: FC(F)(F)C(O)=O.[CH2:8]([C:10]1[CH:15]=[CH:14][C:13]([CH:16]2[CH2:21][N:20]([C:22]([N:24]3[CH2:28][CH2:27][CH2:26][CH2:25]3)=[O:23])[CH2:19][CH:18]([NH2:29])[CH2:17]2)=[CH:12][CH:11]=1)[CH3:9].[F:30][C:31]1[CH:32]=[C:33]([C:37]2[CH:38]=[CH:39][C:40]([C:43](O)=[O:44])=[N:41][CH:42]=2)[CH:34]=[CH:35][CH:36]=1. (7) Given the product [Cl:45][C:21]1[C:22]([NH:24][C:25]2[CH:26]=[CH:27][C:28]([N:36]3[CH2:37][CH2:38][N:39]([CH:42]([CH3:44])[CH3:43])[CH2:40][CH2:41]3)=[C:29]3[C:33]=2[C:32](=[O:34])[N:31]([CH3:35])[CH2:30]3)=[N:23][C:18]([NH:16][C:13]2[CH:14]=[CH:15][C:8]3[CH2:7][CH2:6][N:5]([CH2:4][CH2:3][O:2][CH3:1])[CH2:11][CH2:10][C:9]=3[CH:12]=2)=[N:19][CH:20]=1, predict the reactants needed to synthesize it. The reactants are: [CH3:1][O:2][CH2:3][CH2:4][N:5]1[CH2:11][CH2:10][C:9]2[CH:12]=[C:13]([NH2:16])[CH:14]=[CH:15][C:8]=2[CH2:7][CH2:6]1.Cl[C:18]1[N:23]=[C:22]([NH:24][C:25]2[CH:26]=[CH:27][C:28]([N:36]3[CH2:41][CH2:40][N:39]([CH:42]([CH3:44])[CH3:43])[CH2:38][CH2:37]3)=[C:29]3[C:33]=2[C:32](=[O:34])[N:31]([CH3:35])[CH2:30]3)[C:21]([Cl:45])=[CH:20][N:19]=1.